From a dataset of Aqueous solubility values for 9,982 compounds from the AqSolDB database. Regression/Classification. Given a drug SMILES string, predict its absorption, distribution, metabolism, or excretion properties. Task type varies by dataset: regression for continuous measurements (e.g., permeability, clearance, half-life) or binary classification for categorical outcomes (e.g., BBB penetration, CYP inhibition). For this dataset (solubility_aqsoldb), we predict Y. The compound is CCCCC(O)CN(/N=C\c1ccc([N+](=O)[O-])o1)C(N)=O. The Y is -3.57 log mol/L.